This data is from Reaction yield outcomes from USPTO patents with 853,638 reactions. The task is: Predict the reaction yield, written as a fraction of the theoretical maximum amount of product (1.0 means a 100% yield; for example, 0.34 means a 34% yield). (1) The reactants are [Br:1][C:2]1[S:6][C:5]([C:7]([O:9]CC)=[O:8])=[N:4][C:3]=1[CH2:12][CH:13]1[CH2:18][CH2:17][CH2:16][CH2:15][CH2:14]1.CCO.[OH-].[Na+]. No catalyst specified. The product is [Br:1][C:2]1[S:6][C:5]([C:7]([OH:9])=[O:8])=[N:4][C:3]=1[CH2:12][CH:13]1[CH2:18][CH2:17][CH2:16][CH2:15][CH2:14]1. The yield is 0.870. (2) The reactants are [CH3:1][N:2]1[CH2:7][CH2:6][NH:5][CH2:4][CH2:3]1.[Cl:8][C:9]1[CH:10]=[C:11]([C:17]2[CH:21]=[CH:20][N:19]([CH2:22][C@@H:23]([NH:25][C:26]([C:28]3[NH:32][N:31]=[C:30]([C:33]([OH:35])=O)[CH:29]=3)=[O:27])[CH3:24])[N:18]=2)[CH:12]=[CH:13][C:14]=1[C:15]#[N:16].C1C=CC2N(O)N=NC=2C=1.CCN(C(C)C)C(C)C.CCN=C=NCCCN(C)C. The catalyst is C(Cl)Cl.O. The product is [Cl:8][C:9]1[CH:10]=[C:11]([C:17]2[CH:21]=[CH:20][N:19]([CH2:22][C@@H:23]([NH:25][C:26]([C:28]3[NH:32][N:31]=[C:30]([C:33]([N:5]4[CH2:6][CH2:7][N:2]([CH3:1])[CH2:3][CH2:4]4)=[O:35])[CH:29]=3)=[O:27])[CH3:24])[N:18]=2)[CH:12]=[CH:13][C:14]=1[C:15]#[N:16]. The yield is 0.120. (3) The reactants are [CH3:1][N:2]([CH3:32])[C:3]1([C:25]2[CH:30]=[CH:29][CH:28]=[C:27]([F:31])[CH:26]=2)[CH2:8][CH2:7][C:6](=[CH:9][C:10]([NH:12][CH:13]([CH3:24])[CH2:14][C:15]2[C:23]3[C:18](=[CH:19][CH:20]=[CH:21][CH:22]=3)[NH:17][CH:16]=2)=[O:11])[CH2:5][CH2:4]1. The catalyst is [Pd].CO. The product is [CH3:32][N:2]([CH3:1])[C:3]1([C:25]2[CH:30]=[CH:29][CH:28]=[C:27]([F:31])[CH:26]=2)[CH2:8][CH2:7][CH:6]([CH2:9][C:10]([NH:12][CH:13]([CH3:24])[CH2:14][C:15]2[C:23]3[C:18](=[CH:19][CH:20]=[CH:21][CH:22]=3)[NH:17][CH:16]=2)=[O:11])[CH2:5][CH2:4]1. The yield is 0.0400. (4) The reactants are C([O:4][CH2:5][C:6]1[C:7]([N:38]2[CH2:51][CH2:50][N:41]3[C:42]4[CH2:43][CH2:44][CH2:45][CH2:46][C:47]=4[C:48]([F:49])=[C:40]3[C:39]2=[O:52])=[N:8][CH:9]=[CH:10][C:11]=1[C:12]1[CH:17]=[C:16]([NH:18][C:19]2[CH:24]=[CH:23][C:22]([N:25]3[CH2:30][CH2:29][N:28]([CH:31]4[CH2:34][O:33][CH2:32]4)[CH2:27][C@@H:26]3[CH3:35])=[CH:21][N:20]=2)[C:15](=[O:36])[N:14]([CH3:37])[N:13]=1)(=O)C.[OH-].[Li+]. The catalyst is C(O)(C)C.C1COCC1.O. The product is [F:49][C:48]1[C:47]2[CH2:46][CH2:45][CH2:44][CH2:43][C:42]=2[N:41]2[CH2:50][CH2:51][N:38]([C:7]3[C:6]([CH2:5][OH:4])=[C:11]([C:12]4[CH:17]=[C:16]([NH:18][C:19]5[CH:24]=[CH:23][C:22]([N:25]6[CH2:30][CH2:29][N:28]([CH:31]7[CH2:34][O:33][CH2:32]7)[CH2:27][C@@H:26]6[CH3:35])=[CH:21][N:20]=5)[C:15](=[O:36])[N:14]([CH3:37])[N:13]=4)[CH:10]=[CH:9][N:8]=3)[C:39](=[O:52])[C:40]=12. The yield is 0.590. (5) The product is [F:17][C:18]1[CH:19]=[C:20]([CH:24]([NH:28][C:29]2[CH:34]=[CH:33][CH:32]=[CH:31][CH:30]=2)[C:25]([O:27][C@@H:47]2[CH:48]3[CH2:51][CH2:52][N:45]([CH2:50][CH2:49]3)[CH2:46]2)=[O:26])[CH:21]=[CH:22][CH:23]=1. The reactants are C1CCC(N=C=NC2CCCCC2)CC1.Cl.[F:17][C:18]1[CH:19]=[C:20]([CH:24]([NH:28][C:29]2[CH:34]=[CH:33][CH:32]=[CH:31][CH:30]=2)[C:25]([OH:27])=[O:26])[CH:21]=[CH:22][CH:23]=1.C1C=CC2N(O)N=NC=2C=1.[N:45]12[CH2:52][CH2:51][CH:48]([CH2:49][CH2:50]1)[C@@H:47](O)[CH2:46]2. The catalyst is C1COCC1. The yield is 0.560. (6) The reactants are [N+](C1C=CC(C2[S:14]C(CCC(OC)=O)=NC=2)=CC=1)([O-])=O.[CH3:21][C:22]([CH3:43])([CH2:27][C:28]([NH:30][CH2:31][C:32]([C:34]1[CH:39]=[CH:38][C:37]([N+:40]([O-:42])=[O:41])=[CH:36][CH:35]=1)=O)=O)[C:23]([O:25][CH3:26])=[O:24].COC1C=CC(P2(SP(C3C=CC(OC)=CC=3)(=S)S2)=S)=CC=1. The yield is 0.790. The product is [CH3:21][C:22]([CH3:43])([CH2:27][C:28]1[S:14][C:32]([C:34]2[CH:39]=[CH:38][C:37]([N+:40]([O-:42])=[O:41])=[CH:36][CH:35]=2)=[CH:31][N:30]=1)[C:23]([O:25][CH3:26])=[O:24]. No catalyst specified. (7) The reactants are Br[CH2:2][C:3]1[CH:12]=[CH:11][C:6]([C:7]([O:9][CH3:10])=[O:8])=[CH:5][C:4]=1[Cl:13]. The catalyst is CO.C1C=CC(P(C2C=CC=CC=2)[C-]2C=CC=C2)=CC=1.C1C=CC(P(C2C=CC=CC=2)[C-]2C=CC=C2)=CC=1.Cl[Pd]Cl.[Fe+2]. The product is [Cl:13][C:4]1[CH:5]=[C:6]([CH:11]=[CH:12][C:3]=1[CH2:2][C:7]([O:9][CH3:10])=[O:8])[C:7]([O:9][CH3:10])=[O:8]. The yield is 0.290.